From a dataset of Reaction yield outcomes from USPTO patents with 853,638 reactions. Predict the reaction yield, written as a fraction of the theoretical maximum amount of product (1.0 means a 100% yield; for example, 0.34 means a 34% yield). (1) The product is [C:30]([C:29]1[C:28]2[C:23](=[CH:24][C:25]([O:32][CH3:33])=[CH:26][CH:27]=2)[N:22]([CH2:34][CH3:35])[C:21]=1[C:18]1[CH:19]=[CH:20][C:15]([O:14][CH2:13][CH2:12][NH:11][CH:8]=[O:10])=[CH:16][CH:17]=1)#[N:31]. The yield is 0.860. The reactants are C(OC(=O)C)(=O)C.[CH:8]([OH:10])=O.[NH2:11][CH2:12][CH2:13][O:14][C:15]1[CH:20]=[CH:19][C:18]([C:21]2[N:22]([CH2:34][CH3:35])[C:23]3[C:28]([C:29]=2[C:30]#[N:31])=[CH:27][CH:26]=[C:25]([O:32][CH3:33])[CH:24]=3)=[CH:17][CH:16]=1.C([O-])(O)=O.[Na+]. The catalyst is C1COCC1.CCOC(C)=O. (2) The reactants are Cl[CH2:2][CH2:3][N:4]([CH:11]([CH3:13])[CH3:12])[C:5]1[CH:10]=[CH:9][CH:8]=[CH:7][CH:6]=1.C([O-])([O-])=O.[K+].[K+].[C:20]1([CH:27]=[CH:26][C:24]([OH:25])=[CH:23][CH:22]=1)[OH:21]. The catalyst is CN(C=O)C. The product is [CH:11]([N:4]([C:5]1[CH:10]=[CH:9][CH:8]=[CH:7][CH:6]=1)[CH2:3][CH2:2][O:21][C:20]1[CH:27]=[CH:26][C:24]([OH:25])=[CH:23][CH:22]=1)([CH3:13])[CH3:12]. The yield is 0.383.